From a dataset of Forward reaction prediction with 1.9M reactions from USPTO patents (1976-2016). Predict the product of the given reaction. Given the reactants C(=O)([O-])[O-].[K+].[K+].[OH:7][C:8]1[CH:9]=[C:10]([CH:20]=[C:21]([O:23][C@H:24]([CH2:27][O:28][CH3:29])[CH2:25][CH3:26])[CH:22]=1)[C:11]([NH:13][C:14]1[CH:18]=[CH:17][N:16]([CH3:19])[N:15]=1)=[O:12].[F:30][C:31]1[CH:32]=[C:33]([CH:39]=[CH:40][C:41]=1F)[C:34]([N:36]([CH3:38])[CH3:37])=[O:35], predict the reaction product. The product is: [F:30][C:31]1[CH:32]=[C:33]([CH:39]=[CH:40][C:41]=1[O:7][C:8]1[CH:9]=[C:10]([C:11]([NH:13][C:14]2[CH:18]=[CH:17][N:16]([CH3:19])[N:15]=2)=[O:12])[CH:20]=[C:21]([O:23][C@H:24]([CH2:27][O:28][CH3:29])[CH2:25][CH3:26])[CH:22]=1)[C:34]([N:36]([CH3:38])[CH3:37])=[O:35].